This data is from Reaction yield outcomes from USPTO patents with 853,638 reactions. The task is: Predict the reaction yield, written as a fraction of the theoretical maximum amount of product (1.0 means a 100% yield; for example, 0.34 means a 34% yield). (1) The reactants are [CH3:1][C:2]1[N:3]=[C:4]([NH:7][C:8]2[N:13]=[CH:12][C:11]([S:14][C:15]3[CH:16]=[C:17]([OH:21])[CH:18]=[CH:19][CH:20]=3)=[CH:10][C:9]=2[O:22][C:23]2[CH:28]=[CH:27][CH:26]=[CH:25][CH:24]=2)[S:5][CH:6]=1.C(=O)([O-])[O-].[K+].[K+].Cl.Cl[CH2:37][CH2:38][N:39]1[CH2:44][CH2:43][CH2:42][CH2:41][CH2:40]1.CN(C=O)C. The catalyst is O. The product is [CH3:1][C:2]1[N:3]=[C:4]([NH:7][C:8]2[C:9]([O:22][C:23]3[CH:28]=[CH:27][CH:26]=[CH:25][CH:24]=3)=[CH:10][C:11]([S:14][C:15]3[CH:20]=[CH:19][CH:18]=[C:17]([O:21][CH2:37][CH2:38][N:39]4[CH2:44][CH2:43][CH2:42][CH2:41][CH2:40]4)[CH:16]=3)=[CH:12][N:13]=2)[S:5][CH:6]=1. The yield is 0.384. (2) The reactants are C([O:8][C:9]1[CH:10]=[C:11]([C:15]2[CH:20]=[CH:19][CH:18]=[C:17]([O:21][C:22]3([C:26]([O:28][CH2:29][CH3:30])=[O:27])[CH2:25][CH2:24][CH2:23]3)[CH:16]=2)[CH:12]=[CH:13][CH:14]=1)C1C=CC=CC=1.[H][H]. The catalyst is CCO.C1COCC1.[Pd]. The product is [OH:8][C:9]1[CH:10]=[C:11]([C:15]2[CH:20]=[CH:19][CH:18]=[C:17]([O:21][C:22]3([C:26]([O:28][CH2:29][CH3:30])=[O:27])[CH2:23][CH2:24][CH2:25]3)[CH:16]=2)[CH:12]=[CH:13][CH:14]=1. The yield is 0.910. (3) The reactants are [Cl:1][C:2]1[CH:3]=[CH:4][C:5]2[O:9][C:8](=[O:10])[NH:7][C:6]=2[CH:11]=1.[C:12]([O-])([O-])=O.[Cs+].[Cs+].CI.O. The catalyst is CN(C=O)C. The product is [Cl:1][C:2]1[CH:3]=[CH:4][C:5]2[O:9][C:8](=[O:10])[N:7]([CH3:12])[C:6]=2[CH:11]=1. The yield is 0.960. (4) The reactants are C(OC([N:8]1[CH2:13][CH2:12][N:11]([S:14]([CH3:17])(=[O:16])=[O:15])[C:10]([CH3:19])([CH3:18])[CH2:9]1)=O)(C)(C)C.[ClH:20]. The catalyst is ClCCl.C(OCC)C. The product is [ClH:20].[CH3:17][S:14]([N:11]1[CH2:12][CH2:13][NH:8][CH2:9][C:10]1([CH3:19])[CH3:18])(=[O:15])=[O:16]. The yield is 0.750. (5) The reactants are [NH2:1][C:2]1[CH:19]=[CH:18][C:5]([O:6][C:7]2[C:16]3[NH:15][C:14](=[O:17])[CH:13]=[N:12][C:11]=3[N:10]=[CH:9][CH:8]=2)=[CH:4][C:3]=1[S:20][CH3:21].[F:22][C:23]1[CH:28]=[CH:27][C:26]([C:29]([F:32])([F:31])[F:30])=[CH:25][C:24]=1[N:33]=[C:34]=[O:35]. No catalyst specified. The product is [F:22][C:23]1[CH:28]=[CH:27][C:26]([C:29]([F:32])([F:31])[F:30])=[CH:25][C:24]=1[NH:33][C:34]([NH:1][C:2]1[CH:19]=[CH:18][C:5]([O:6][C:7]2[C:16]3[NH:15][C:14](=[O:17])[CH:13]=[N:12][C:11]=3[N:10]=[CH:9][CH:8]=2)=[CH:4][C:3]=1[S:20][CH3:21])=[O:35]. The yield is 0.730. (6) The reactants are Br[C:2]1[CH:7]=[CH:6][C:5]([F:8])=[CH:4][C:3]=1[C:9]1([NH2:12])[CH2:11][CH2:10]1.CCN(C(C)C)C(C)C.C[CH2:23][O:24]C(C)=O. The catalyst is CN(C=O)C.C1C=CC(P(C2C=CC=CC=2)[C-]2C=CC=C2)=CC=1.C1C=CC(P(C2C=CC=CC=2)[C-]2C=CC=C2)=CC=1.Cl[Pd]Cl.[Fe+2]. The product is [F:8][C:5]1[CH:4]=[C:3]2[C:2]([C:23](=[O:24])[NH:12][C:9]32[CH2:11][CH2:10]3)=[CH:7][CH:6]=1. The yield is 0.652. (7) The reactants are [Cl:1][C:2]1[CH:7]2[CH2:8][CH:4]([CH2:5][CH2:6]2)[C:3]=1[CH:9]=O.C1(P(C2C=CC=CC=2)(C2C=CC=CC=2)=[CH:18][C:19]([O:21][CH2:22][CH3:23])=[O:20])C=CC=CC=1. The catalyst is C(Cl)Cl. The product is [Cl:1][C:2]1[CH:7]2[CH2:8][CH:4]([CH2:5][CH2:6]2)[C:3]=1/[CH:9]=[CH:18]/[C:19]([O:21][CH2:22][CH3:23])=[O:20]. The yield is 0.460. (8) The reactants are [CH3:1][C:2]1[O:6][N:5]=[C:4]([C:7]2[CH:12]=[CH:11][CH:10]=[CH:9][CH:8]=2)[C:3]=1[CH2:13][O:14][C:15]1[CH:23]=[CH:22][C:18]([C:19]([OH:21])=O)=[CH:17][N:16]=1.[CH:24]([NH2:27])([CH3:26])[CH3:25]. No catalyst specified. The product is [CH:24]([NH:27][C:19](=[O:21])[C:18]1[CH:22]=[CH:23][C:15]([O:14][CH2:13][C:3]2[C:4]([C:7]3[CH:8]=[CH:9][CH:10]=[CH:11][CH:12]=3)=[N:5][O:6][C:2]=2[CH3:1])=[N:16][CH:17]=1)([CH3:26])[CH3:25]. The yield is 0.970.